Dataset: Reaction yield outcomes from USPTO patents with 853,638 reactions. Task: Predict the reaction yield, written as a fraction of the theoretical maximum amount of product (1.0 means a 100% yield; for example, 0.34 means a 34% yield). (1) The product is [CH2:1]([N:8]1[CH:13]=[C:12]([Cl:14])[N:11]=[C:10]([NH:15][C:16]2[C:21]([C:37]#[C:36][Si:32]([CH3:35])([CH3:34])[CH3:33])=[CH:20][C:19]([CH3:23])=[CH:18][N:17]=2)[C:9]1=[O:24])[C:2]1[CH:7]=[CH:6][CH:5]=[CH:4][CH:3]=1. The reactants are [CH2:1]([N:8]1[CH:13]=[C:12]([Cl:14])[N:11]=[C:10]([NH:15][C:16]2[C:21](Br)=[CH:20][C:19]([CH3:23])=[CH:18][N:17]=2)[C:9]1=[O:24])[C:2]1[CH:7]=[CH:6][CH:5]=[CH:4][CH:3]=1.C(N(CC)CC)C.[Si:32]([C:36]#[CH:37])([CH3:35])([CH3:34])[CH3:33]. The yield is 0.960. The catalyst is C1COCC1.CCOC(C)=O.Cl[Pd](Cl)([P](C1C=CC=CC=1)(C1C=CC=CC=1)C1C=CC=CC=1)[P](C1C=CC=CC=1)(C1C=CC=CC=1)C1C=CC=CC=1.[Cu](I)I.C1(P(C2C=CC=CC=2)C2C=CC=CC=2)C=CC=CC=1. (2) The reactants are N1C(C(O)=O)=CC(C(O)=O)=N1.[C:12]([C:14]1[CH:19]=[CH:18][C:17]([C:20]2[CH:24]=[CH:23][N:22]([CH2:25][C@H:26]([NH:28][C:29]([C:31]3[NH:35][N:34]=[C:33]([C:36]([OH:38])=O)[CH:32]=3)=[O:30])[CH3:27])[N:21]=2)=[CH:16][C:15]=1[CH3:39])#[N:13].[NH:40]1[CH2:45][CH2:44][O:43][CH2:42][CH2:41]1.ClC1C=C(C2OC(CCNC(C3NN=C(C(N4CCNCC4)=O)C=3)=O)=CC=2)C=CC=1Cl. No catalyst specified. The product is [C:12]([C:14]1[CH:19]=[CH:18][C:17]([C:20]2[CH:24]=[CH:23][N:22]([CH2:25][C@H:26]([NH:28][C:29]([C:31]3[NH:35][N:34]=[C:33]([C:36]([N:40]4[CH2:45][CH2:44][O:43][CH2:42][CH2:41]4)=[O:38])[CH:32]=3)=[O:30])[CH3:27])[N:21]=2)=[CH:16][C:15]=1[CH3:39])#[N:13]. The yield is 0.450. (3) The reactants are O.[OH-].[Na+].[F:4][C:5]1[C:6]([CH2:14][C:15]#[N:16])=[CH:7][C:8]2[O:12][CH2:11][O:10][C:9]=2[CH:13]=1.Br[CH2:18][CH2:19]Cl. The catalyst is [Br-].C([N+](CCCC)(CCCC)CCCC)CCC.C1(C)C=CC=CC=1. The product is [F:4][C:5]1[C:6]([C:14]2([C:15]#[N:16])[CH2:19][CH2:18]2)=[CH:7][C:8]2[O:12][CH2:11][O:10][C:9]=2[CH:13]=1. The yield is 0.600. (4) The reactants are [C:1]([O:4][CH2:5][C:6]1[C:11](B2OC(C)(C)C(C)(C)O2)=[CH:10][C:9]([F:21])=[CH:8][C:7]=1[N:22]1[CH2:33][CH2:32][C:31]2[C:30]3[CH2:29][C:28]([CH3:35])([CH3:34])[CH2:27][C:26]=3[S:25][C:24]=2[C:23]1=[O:36])(=[O:3])[CH3:2].Br[C:38]1[CH:39]=[C:40]([NH:46][C:47]2[CH:59]=[C:50]3[CH2:51][N:52]([CH:55]4[CH2:58][O:57][CH2:56]4)[CH2:53][CH2:54][N:49]3[N:48]=2)[C:41](=[O:45])[N:42]([CH3:44])[CH:43]=1.CC([O-])=O.[Na+]. The catalyst is CC#N.C1C=CC(P(C2C=CC=CC=2)[C-]2C=CC=C2)=CC=1.C1C=CC(P(C2C=CC=CC=2)[C-]2C=CC=C2)=CC=1.Cl[Pd]Cl.[Fe+2]. The product is [C:1]([O:4][CH2:5][C:6]1[C:11]([C:38]2[CH:39]=[C:40]([NH:46][C:47]3[CH:59]=[C:50]4[CH2:51][N:52]([CH:55]5[CH2:58][O:57][CH2:56]5)[CH2:53][CH2:54][N:49]4[N:48]=3)[C:41](=[O:45])[N:42]([CH3:44])[CH:43]=2)=[CH:10][C:9]([F:21])=[CH:8][C:7]=1[N:22]1[CH2:33][CH2:32][C:31]2[C:30]3[CH2:29][C:28]([CH3:34])([CH3:35])[CH2:27][C:26]=3[S:25][C:24]=2[C:23]1=[O:36])(=[O:3])[CH3:2]. The yield is 0.740.